From a dataset of Catalyst prediction with 721,799 reactions and 888 catalyst types from USPTO. Predict which catalyst facilitates the given reaction. (1) Reactant: BrC1CC[O:4]C1=O.[Cl:8][C:9]1[CH:14]=[C:13]([N:15]2C(=O)NC(=O)C=N2)[CH:12]=[C:11](Cl)[C:10]=1[C:24]([C:27]1SC(CC(O)=O)=C(C2C=CC=CC=2)[N:31]=1)(C)[CH3:25].C([O-])(O)=O.[Na+].[Na+].[Cl-:48].[OH2:49]. Product: [Cl:48][C:11]1[CH:12]=[C:13]([N+:15]([O-:4])=[O:49])[CH:14]=[C:9]([Cl:8])[C:10]=1[CH:24]([CH3:25])[C:27]#[N:31]. The catalyst class is: 3. (2) Reactant: [Cl:1][C:2]1[CH:7]=[CH:6][CH:5]=[C:4]([F:8])[C:3]=1[C:9]1[NH:13][C:12](=[O:14])[N:11]([C:15]2[CH:16]=[CH:17][C:18]([O:24][CH3:25])=[C:19]([CH:23]=2)[C:20]([OH:22])=O)[N:10]=1.C(N(C(C)C)CC)(C)C.CN(C(ON1N=[N:50][C:45]2[CH:46]=[CH:47][CH:48]=CC1=2)=[N+](C)C)C.[B-](F)(F)(F)F.C1(CN)CC1. Product: [Cl:1][C:2]1[CH:7]=[CH:6][CH:5]=[C:4]([F:8])[C:3]=1[C:9]1[NH:13][C:12](=[O:14])[N:11]([C:15]2[CH:16]=[CH:17][C:18]([O:24][CH3:25])=[C:19]([CH:23]=2)[C:20]([NH:50][CH2:45][CH:46]2[CH2:48][CH2:47]2)=[O:22])[N:10]=1. The catalyst class is: 1.